This data is from Full USPTO retrosynthesis dataset with 1.9M reactions from patents (1976-2016). The task is: Predict the reactants needed to synthesize the given product. (1) Given the product [NH2:1][C:2]1[CH:3]=[CH:4][C:5]([CH3:22])=[C:6]([C:8]2[CH:9]=[C:10]([CH:16]3[CH2:17][CH2:18][O:19][CH2:20][CH2:21]3)[C:11](=[O:15])[N:12]([CH3:14])[N:13]=2)[CH:7]=1, predict the reactants needed to synthesize it. The reactants are: [NH2:1][C:2]1[CH:3]=[CH:4][C:5]([CH3:22])=[C:6]([C:8]2[CH:9]=[C:10]([C:16]3[CH2:17][CH2:18][O:19][CH2:20][CH:21]=3)[C:11](=[O:15])[N:12]([CH3:14])[N:13]=2)[CH:7]=1. (2) Given the product [CH2:1]([O:8][C:9]1[CH:10]=[C:11]([CH:13]=[C:14]([B:20]2[O:21][C:22]([CH3:24])([CH3:23])[C:18]([CH3:34])([CH3:17])[O:19]2)[CH:15]=1)[NH2:12])[C:2]1[CH:7]=[CH:6][CH:5]=[CH:4][CH:3]=1, predict the reactants needed to synthesize it. The reactants are: [CH2:1]([O:8][C:9]1[CH:10]=[C:11]([CH:13]=[C:14](Br)[CH:15]=1)[NH2:12])[C:2]1[CH:7]=[CH:6][CH:5]=[CH:4][CH:3]=1.[CH3:17][C:18]1([CH3:34])[C:22]([CH3:24])([CH3:23])[O:21][B:20]([B:20]2[O:21][C:22]([CH3:24])([CH3:23])[C:18]([CH3:34])([CH3:17])[O:19]2)[O:19]1.C([O-])(=O)C.[K+].O. (3) Given the product [OH:12][C:10]1[C:9]2[C:4](=[C:5]([CH3:15])[C:6]([O:13][CH3:14])=[CH:7][CH:8]=2)[N:3]=[C:2]([N:21]2[CH:22]=[CH:23][C:19]([CH:16]([CH3:18])[CH3:17])=[N:20]2)[N:11]=1, predict the reactants needed to synthesize it. The reactants are: Cl[C:2]1[N:11]=[C:10]([OH:12])[C:9]2[C:4](=[C:5]([CH3:15])[C:6]([O:13][CH3:14])=[CH:7][CH:8]=2)[N:3]=1.[CH:16]([C:19]1[CH:23]=[CH:22][NH:21][N:20]=1)([CH3:18])[CH3:17]. (4) Given the product [CH3:1][O:2][C:3](=[O:37])/[C:4](/[C:16]1[CH:21]=[CH:20][C:19]([O:22][C:23]2[CH:28]=[CH:27][C:26]([CH2:29][CH:30]3[S:34][C:33](=[O:35])[NH:32][C:31]3=[O:36])=[CH:25][CH:24]=2)=[CH:18][CH:17]=1)=[CH:5]\[C:6]1[CH:11]=[C:10]([O:12][CH3:13])[CH:9]=[C:8]([O:14][CH3:15])[CH:7]=1, predict the reactants needed to synthesize it. The reactants are: [CH3:1][O:2][C:3](=[O:37])/[C:4](/[C:16]1[CH:21]=[CH:20][C:19]([O:22][C:23]2[CH:28]=[CH:27][C:26]([CH:29]=[C:30]3[S:34][C:33](=[O:35])[NH:32][C:31]3=[O:36])=[CH:25][CH:24]=2)=[CH:18][CH:17]=1)=[CH:5]\[C:6]1[CH:11]=[C:10]([O:12][CH3:13])[CH:9]=[C:8]([O:14][CH3:15])[CH:7]=1.C([O-])=O.[NH4+].O=O.CO.C(#N)C.O. (5) The reactants are: S(=O)(=O)(O)O.[N+]([O-])(O)=O.[CH:10]12[CH2:19][CH:14]3[CH2:15][CH:16]([CH2:18][CH:12]([CH2:13]3)[CH:11]1[NH2:20])[CH2:17]2.[OH-:21].[Na+]. Given the product [NH2:20][CH:11]1[CH:12]2[CH2:18][C:16]3([OH:21])[CH2:15][CH:14]([CH2:19][CH:10]1[CH2:17]3)[CH2:13]2, predict the reactants needed to synthesize it. (6) Given the product [C:26]1([CH:24]([C:23]2[C:3]3[C:4](=[O:22])[N:5]([C:12]4[CH:17]=[CH:16][CH:15]=[C:14]([C:18]([F:19])([F:21])[F:20])[CH:13]=4)[C:6]4[N:7]=[CH:8][CH:9]=[CH:10][C:11]=4[C:2]=3[NH:35][N:34]=2)[CH3:25])[CH:31]=[CH:30][CH:29]=[CH:28][CH:27]=1, predict the reactants needed to synthesize it. The reactants are: O[C:2]1[C:11]2[C:6](=[N:7][CH:8]=[CH:9][CH:10]=2)[N:5]([C:12]2[CH:17]=[CH:16][CH:15]=[C:14]([C:18]([F:21])([F:20])[F:19])[CH:13]=2)[C:4](=[O:22])[C:3]=1[C:23](=O)[CH:24]([C:26]1[CH:31]=[CH:30][CH:29]=[CH:28][CH:27]=1)[CH3:25].O.[NH2:34][NH2:35].C(=O)([O-])O.[Na+]. (7) Given the product [CH2:13]([O:12][C:9](=[O:11])[CH2:10][C:18](=[O:19])[C:20]1[CH:21]=[C:22]2[C:27](=[CH:28][CH:29]=1)[N:26]=[CH:25][CH:24]=[N:23]2)[CH3:14], predict the reactants needed to synthesize it. The reactants are: C([N-]C(C)C)(C)C.[Li+].[C:9]([O:12][CH2:13][CH3:14])(=[O:11])[CH3:10].CON(C)[C:18]([C:20]1[CH:21]=[C:22]2[C:27](=[CH:28][CH:29]=1)[N:26]=[CH:25][CH:24]=[N:23]2)=[O:19].[Cl-].[NH4+]. (8) The reactants are: [CH2:1]([N:3]([CH2:37][CH3:38])[CH2:4][CH2:5][CH2:6][NH:7][C:8]1[N:9]=[C:10]([C:27]2[CH:28]=[C:29]([CH:33]=[CH:34][C:35]=2[CH3:36])[C:30](O)=[O:31])[C:11]2[CH:17]=[CH:16][C:15](=[O:18])[N:14]([C:19]3[C:24]([F:25])=[CH:23][CH:22]=[CH:21][C:20]=3[F:26])[C:12]=2[N:13]=1)[CH3:2].CN(C(ON1N=NC2C=CC=CC1=2)=[N+](C)C)C.F[P-](F)(F)(F)(F)F.[NH2:63][CH:64]([CH2:67][OH:68])[CH2:65][OH:66]. Given the product [CH2:1]([N:3]([CH2:37][CH3:38])[CH2:4][CH2:5][CH2:6][NH:7][C:8]1[N:9]=[C:10]([C:27]2[CH:28]=[C:29]([CH:33]=[CH:34][C:35]=2[CH3:36])[C:30]([NH:63][CH:64]([CH2:67][OH:68])[CH2:65][OH:66])=[O:31])[C:11]2[CH:17]=[CH:16][C:15](=[O:18])[N:14]([C:19]3[C:24]([F:25])=[CH:23][CH:22]=[CH:21][C:20]=3[F:26])[C:12]=2[N:13]=1)[CH3:2], predict the reactants needed to synthesize it.